This data is from Full USPTO retrosynthesis dataset with 1.9M reactions from patents (1976-2016). The task is: Predict the reactants needed to synthesize the given product. (1) The reactants are: [NH2:1][C:2]1[N:3]([C:16]2[CH:21]=[C:20]([OH:22])[CH:19]=[CH:18][C:17]=2[Cl:23])[N:4]=[C:5]2[C:14]3[CH:13]=[CH:12][CH:11]=[CH:10][C:9]=3[NH:8][C:7](=[O:15])[C:6]=12.C(N(CC)CC)C.[C:31](Cl)(=[O:33])[CH3:32].ClCCl. Given the product [C:31]([O:22][C:20]1[CH:19]=[CH:18][C:17]([Cl:23])=[C:16]([N:3]2[C:2]([NH2:1])=[C:6]3[C:7](=[O:15])[NH:8][C:9]4[CH:10]=[CH:11][CH:12]=[CH:13][C:14]=4[C:5]3=[N:4]2)[CH:21]=1)(=[O:33])[CH3:32], predict the reactants needed to synthesize it. (2) Given the product [C:10]([C:6]1[CH:5]=[C:4]2[C:9](=[CH:8][CH:7]=1)[N:1]([CH:17]1[CH2:13][CH2:14][N:15]([C:18]([O:20][C:21]([CH3:24])([CH3:23])[CH3:22])=[O:19])[CH2:16]1)[CH2:2][CH2:3]2)#[N:11], predict the reactants needed to synthesize it. The reactants are: [NH:1]1[C:9]2[C:4](=[CH:5][C:6]([C:10]#[N:11])=[CH:7][CH:8]=2)[CH2:3][CH2:2]1.O=[C:13]1[CH2:17][CH2:16][N:15]([C:18]([O:20][C:21]([CH3:24])([CH3:23])[CH3:22])=[O:19])[CH2:14]1.CC(O)=O.[BH3-]C#N.[Na+]. (3) Given the product [C:29]([NH:1][C:2]1[CH:3]=[C:4]([N:8]2[CH2:9][CH2:10][N:11]([CH2:14][CH2:15][O:16][C:17](=[O:28])[NH:18][C:19]3[CH:24]=[CH:23][CH:22]=[CH:21][C:20]=3[O:25][CH2:26][CH3:27])[CH2:12][CH2:13]2)[CH:5]=[CH:6][CH:7]=1)(=[O:31])[CH3:30], predict the reactants needed to synthesize it. The reactants are: [NH2:1][C:2]1[CH:3]=[C:4]([N:8]2[CH2:13][CH2:12][N:11]([CH2:14][CH2:15][O:16][C:17](=[O:28])[NH:18][C:19]3[CH:24]=[CH:23][CH:22]=[CH:21][C:20]=3[O:25][CH2:26][CH3:27])[CH2:10][CH2:9]2)[CH:5]=[CH:6][CH:7]=1.[C:29](Cl)(=[O:31])[CH3:30].O. (4) Given the product [C:30]1([C:33]2[CH:34]=[CH:35][CH:36]=[CH:37][CH:38]=2)[CH:31]=[CH:32][C:27]([O:26][CH2:25][CH2:24][CH2:23][O:22][C:19]2[CH:20]=[CH:21][C:16]([CH2:15][CH2:14][C:13]([OH:50])=[O:12])=[C:17]([CH2:39][O:40][C:41](=[O:49])[NH:42][CH:43]3[CH2:44][CH2:45][CH2:46][CH2:47][CH2:48]3)[CH:18]=2)=[CH:28][CH:29]=1, predict the reactants needed to synthesize it. The reactants are: FC(F)(F)C(O)=O.C([O:12][C:13](=[O:50])[CH2:14][CH2:15][C:16]1[CH:21]=[CH:20][C:19]([O:22][CH2:23][CH2:24][CH2:25][O:26][C:27]2[CH:32]=[CH:31][C:30]([C:33]3[CH:38]=[CH:37][CH:36]=[CH:35][CH:34]=3)=[CH:29][CH:28]=2)=[CH:18][C:17]=1[CH2:39][O:40][C:41](=[O:49])[NH:42][CH:43]1[CH2:48][CH2:47][CH2:46][CH2:45][CH2:44]1)(C)(C)C. (5) The reactants are: [C:1](Cl)(=[O:8])[C:2]1[CH:7]=[CH:6][CH:5]=[CH:4][CH:3]=1.[OH-].[Na+].[CH:12]1[C:24]2[CH:23]([CH2:25][O:26][C:27]([NH:29][C@@H:30]([CH2:34][CH2:35][NH2:36])[C:31]([OH:33])=[O:32])=[O:28])[C:22]3[C:17](=[CH:18][CH:19]=[CH:20][CH:21]=3)[C:16]=2[CH:15]=[CH:14][CH:13]=1. Given the product [CH:21]1[C:22]2[CH:23]([CH2:25][O:26][C:27]([NH:29][C@@H:30]([CH2:34][CH2:35][NH:36][C:1](=[O:8])[C:2]3[CH:7]=[CH:6][CH:5]=[CH:4][CH:3]=3)[C:31]([OH:33])=[O:32])=[O:28])[C:24]3[C:16](=[CH:15][CH:14]=[CH:13][CH:12]=3)[C:17]=2[CH:18]=[CH:19][CH:20]=1, predict the reactants needed to synthesize it. (6) Given the product [Cl:43][C:41]1[CH:42]=[C:37]([CH2:2][C:1]([OH:4])=[O:3])[CH:38]=[C:39]([Cl:58])[C:40]=1[O:44][C:45]1[CH:50]=[CH:49][C:48]([NH:51][C:52](=[O:56])[CH:53]([CH3:55])[CH3:54])=[C:47]([CH3:57])[CH:46]=1, predict the reactants needed to synthesize it. The reactants are: [C:1]([O:4]C1C=C(Cl)C(OC2C=CC(NC(=O)C(C)C)=C(Br)C=2)=C(Cl)C=1C)(=[O:3])[CH3:2].C[Sn](C)(C)C.C(O[C:37]1[CH:42]=[C:41]([Cl:43])[C:40]([O:44][C:45]2[CH:50]=[CH:49][C:48]([NH:51][C:52](=[O:56])[CH:53]([CH3:55])[CH3:54])=[C:47]([CH3:57])[CH:46]=2)=[C:39]([Cl:58])[C:38]=1C)(=O)C. (7) Given the product [CH:30]1([NH:29][C:28]([N:27]=[S:25]([C:22]2[CH:21]=[CH:20][C:19]([NH:18][C:2]3[N:7]=[C:6]([NH:8][C@H:9]([CH3:12])[CH2:10][OH:11])[C:5]([C:13]4[S:14][CH:15]=[CH:16][CH:17]=4)=[CH:4][N:3]=3)=[CH:24][CH:23]=2)([CH3:36])=[O:26])=[O:35])[CH2:31][CH2:32][CH2:33][CH2:34]1, predict the reactants needed to synthesize it. The reactants are: Cl[C:2]1[N:7]=[C:6]([NH:8][C@H:9]([CH3:12])[CH2:10][OH:11])[C:5]([C:13]2[S:14][CH:15]=[CH:16][CH:17]=2)=[CH:4][N:3]=1.[NH2:18][C:19]1[CH:24]=[CH:23][C:22]([S:25]([CH3:36])(=[N:27][C:28](=[O:35])[NH:29][CH:30]2[CH2:34][CH2:33][CH2:32][CH2:31]2)=[O:26])=[CH:21][CH:20]=1.